From a dataset of CYP2C19 inhibition data for predicting drug metabolism from PubChem BioAssay. Regression/Classification. Given a drug SMILES string, predict its absorption, distribution, metabolism, or excretion properties. Task type varies by dataset: regression for continuous measurements (e.g., permeability, clearance, half-life) or binary classification for categorical outcomes (e.g., BBB penetration, CYP inhibition). Dataset: cyp2c19_veith. (1) The molecule is COc1ccc(-c2nc3cnc(N(C)C)nc3n(C)c2=O)cc1. The result is 0 (non-inhibitor). (2) The molecule is Cc1ccc(CS(=O)(=O)CCC(=O)NCc2ccccn2)cc1. The result is 0 (non-inhibitor).